From a dataset of Forward reaction prediction with 1.9M reactions from USPTO patents (1976-2016). Predict the product of the given reaction. (1) The product is: [C:19]([O:18][C:16](=[O:17])[NH:15][C@H:13]([C:9]1[CH:10]=[CH:11][CH:12]=[C:7]([N:32]2[CH2:33][CH2:34][N:29]([C:27](=[O:28])[C:26]([F:36])([F:25])[F:35])[CH2:30][CH2:31]2)[CH:8]=1)[CH3:14])([CH3:20])([CH3:21])[CH3:22]. Given the reactants FC(F)(F)S(O[C:7]1[CH:12]=[CH:11][CH:10]=[C:9]([C@@H:13]([NH:15][C:16]([O:18][C:19]([CH3:22])([CH3:21])[CH3:20])=[O:17])[CH3:14])[CH:8]=1)(=O)=O.[F:25][C:26]([F:36])([F:35])[C:27]([N:29]1[CH2:34][CH2:33][NH:32][CH2:31][CH2:30]1)=[O:28].C(P(C(C)(C)C)C1C=CC=CC=1C1C=CC=CC=1)(C)(C)C.P([O-])([O-])([O-])=O.[K+].[K+].[K+].C(=O)([O-])O.[Na+], predict the reaction product. (2) Given the reactants Br[C:2]1[N:7]=[C:6]2[N:8]([CH3:11])[CH:9]=[N:10][C:5]2=[CH:4][CH:3]=1.[CH2:12]1[C:21]2[C:16](=[CH:17][CH:18]=[CH:19][CH:20]=2)[CH2:15][CH2:14][N:13]1[CH2:22][CH:23]([OH:41])[CH2:24][NH:25][C:26]1[CH:31]=[C:30]([B:32]2[O:36][C:35]([CH3:38])([CH3:37])[C:34]([CH3:40])([CH3:39])[O:33]2)[CH:29]=[CH:28][N:27]=1.C([O-])([O-])=O.[K+].[K+].O1CCOCC1, predict the reaction product. The product is: [CH2:12]1[C:21]2[C:16](=[CH:17][CH:18]=[CH:19][CH:20]=2)[CH2:15][CH2:14][N:13]1[CH2:22][CH:23]([OH:41])[CH2:24][NH:25][C:26]1[CH:31]=[C:30]([B:32]2[O:36][C:35]([CH3:37])([CH3:38])[C:34]([CH3:40])([CH3:39])[O:33]2)[CH:29]=[CH:28][N:27]=1.[CH2:12]1[C:21]2[C:16](=[CH:17][CH:18]=[CH:19][CH:20]=2)[CH2:15][CH2:14][N:13]1[CH2:22][CH:23]([OH:41])[CH2:24][NH:25][C:26]1[CH:31]=[C:30]([C:2]2[N:7]=[C:6]3[N:8]([CH3:11])[CH:9]=[N:10][C:5]3=[CH:4][CH:3]=2)[CH:29]=[CH:28][N:27]=1. (3) Given the reactants [Cl:1][C:2]1[CH:3]=[C:4]2[C:9](=[CH:10][CH:11]=1)[NH:8][C:7](=[O:12])[C:6]([CH:13]=O)=[CH:5]2.[NH2:15][C:16]1[C:21](=[O:22])[N:20]([CH3:23])[C:19]([C:24]#[N:25])=[CH:18][CH:17]=1.C(O)(=O)C.C(O[BH-](OC(=O)C)OC(=O)C)(=O)C.[Na+], predict the reaction product. The product is: [Cl:1][C:2]1[CH:3]=[C:4]2[C:9](=[CH:10][CH:11]=1)[NH:8][C:7](=[O:12])[C:6]([CH2:13][NH:15][C:16]1[C:21](=[O:22])[N:20]([CH3:23])[C:19]([C:24]#[N:25])=[CH:18][CH:17]=1)=[CH:5]2. (4) Given the reactants N1C=CC=CC=1.Cl.[NH2:8][OH:9].[CH3:10][S:11]([NH:14][C:15]1[CH:16]=[C:17]2[C:40](=[CH:41][CH:42]=1)[O:39][C:20]1([CH2:25][CH2:24][N:23]([CH2:26][CH2:27][O:28][CH2:29][CH2:30][NH:31][C:32](=[O:38])[O:33][C:34]([CH3:37])([CH3:36])[CH3:35])[CH2:22][CH2:21]1)[CH2:19][C:18]2=O)(=[O:13])=[O:12], predict the reaction product. The product is: [OH:9][N:8]=[C:18]1[C:17]2[C:40](=[CH:41][CH:42]=[C:15]([NH:14][S:11]([CH3:10])(=[O:13])=[O:12])[CH:16]=2)[O:39][C:20]2([CH2:25][CH2:24][N:23]([CH2:26][CH2:27][O:28][CH2:29][CH2:30][NH:31][C:32](=[O:38])[O:33][C:34]([CH3:35])([CH3:36])[CH3:37])[CH2:22][CH2:21]2)[CH2:19]1.